This data is from Full USPTO retrosynthesis dataset with 1.9M reactions from patents (1976-2016). The task is: Predict the reactants needed to synthesize the given product. (1) The reactants are: C(OC(=O)C)(=O)C.[CH3:8][C:9]1(O)[CH2:14][CH2:13][CH2:12][CH2:11][CH2:10]1.OS(O)(=O)=O.[Br:21][C:22]1[CH:27]=[CH:26][C:25]([OH:28])=[CH:24][CH:23]=1. Given the product [Br:21][C:22]1[CH:27]=[CH:26][C:25]([OH:28])=[C:24]([C:9]2([CH3:8])[CH2:14][CH2:13][CH2:12][CH2:11][CH2:10]2)[CH:23]=1, predict the reactants needed to synthesize it. (2) Given the product [Cl:1][C:2]1[CH:3]=[CH:4][C:5]([C:8]2[CH:9]=[C:10]([CH3:20])[C:11]3[N:12]([C:14]([C:17]4[O:19][N:34]=[C:23]([C:24]5[CH:25]=[C:26]([S:30]([NH2:31])(=[O:32])=[O:33])[CH:27]=[CH:28][CH:29]=5)[N:22]=4)=[CH:15][N:16]=3)[CH:13]=2)=[CH:6][CH:7]=1, predict the reactants needed to synthesize it. The reactants are: [Cl:1][C:2]1[CH:7]=[CH:6][C:5]([C:8]2[CH:9]=[C:10]([CH3:20])[C:11]3[N:12]([C:14]([C:17]([OH:19])=O)=[CH:15][N:16]=3)[CH:13]=2)=[CH:4][CH:3]=1.O[NH:22][C:23](=[NH:34])[C:24]1[CH:29]=[CH:28][CH:27]=[C:26]([S:30](=[O:33])(=[O:32])[NH2:31])[CH:25]=1. (3) Given the product [CH3:1][C:2]1[CH:7]=[C:6]([CH3:8])[CH:5]=[CH:4][C:3]=1[C:9]1[O:13][N:12]=[CH:11][C:10]=1[C:14]([N:18]1[CH2:23][CH2:22][CH2:21][C@H:20]([C:24]([OH:27])([CH3:26])[CH3:25])[CH2:19]1)=[O:16], predict the reactants needed to synthesize it. The reactants are: [CH3:1][C:2]1[CH:7]=[C:6]([CH3:8])[CH:5]=[CH:4][C:3]=1[C:9]1[O:13][N:12]=[CH:11][C:10]=1[C:14]([OH:16])=O.Cl.[NH:18]1[CH2:23][CH2:22][CH2:21][C@H:20]([C:24]([OH:27])([CH3:26])[CH3:25])[CH2:19]1.C(N(CC)CC)C. (4) Given the product [Br:10][C:11]1[CH:16]=[CH:15][C:14]([O:17][C:2]2[CH:9]=[CH:8][C:5]([CH:6]=[O:7])=[CH:4][N:3]=2)=[CH:13][C:12]=1[CH2:18][OH:19], predict the reactants needed to synthesize it. The reactants are: Cl[C:2]1[CH:9]=[CH:8][C:5]([CH:6]=[O:7])=[CH:4][N:3]=1.[Br:10][C:11]1[CH:16]=[CH:15][C:14]([OH:17])=[CH:13][C:12]=1[CH2:18][OH:19].C([O-])([O-])=O.[K+].[K+]. (5) Given the product [CH3:1][O:2][C:3]1[CH:8]=[CH:7][C:6]([C:9]2[CH:14]=[CH:13][C:12]([S:15]([Cl:21])(=[O:18])=[O:16])=[CH:11][CH:10]=2)=[CH:5][CH:4]=1, predict the reactants needed to synthesize it. The reactants are: [CH3:1][O:2][C:3]1[CH:8]=[CH:7][C:6]([C:9]2[CH:14]=[CH:13][C:12]([S:15]([OH:18])(=O)=[O:16])=[CH:11][CH:10]=2)=[CH:5][CH:4]=1.S(Cl)([Cl:21])=O. (6) Given the product [Cl:18][CH2:19][C:20]([NH:8][C@H:7]([C:1]1[CH:6]=[CH:5][CH:4]=[CH:3][CH:2]=1)[CH2:9][OH:10])=[O:21], predict the reactants needed to synthesize it. The reactants are: [C:1]1([C@H:7]([CH2:9][OH:10])[NH2:8])[CH:6]=[CH:5][CH:4]=[CH:3][CH:2]=1.C(N(CC)CC)C.[Cl:18][CH2:19][C:20](Cl)=[O:21]. (7) Given the product [CH2:19]([O:10][C:4]1[CH:3]=[C:2]([Br:1])[CH:9]=[CH:8][C:5]=1[CH:6]=[O:7])[CH:18]=[CH2:17], predict the reactants needed to synthesize it. The reactants are: [Br:1][C:2]1[CH:9]=[CH:8][C:5]([CH:6]=[O:7])=[C:4]([OH:10])[CH:3]=1.C(=O)([O-])[O-].[K+].[K+].[CH2:17](Br)[CH:18]=[CH2:19].O.